From a dataset of Reaction yield outcomes from USPTO patents with 853,638 reactions. Predict the reaction yield, written as a fraction of the theoretical maximum amount of product (1.0 means a 100% yield; for example, 0.34 means a 34% yield). (1) The yield is 0.320. The product is [F:1][C:2]1[CH:7]=[CH:6][C:5]([C:8](=[O:17])[C:9]2[CH:14]=[CH:13][C:12]([O:15][CH3:16])=[CH:11][CH:10]=2)=[CH:4][C:3]=1[S:18]([NH2:22])(=[O:20])=[O:19]. The catalyst is C(Cl)Cl. The reactants are [F:1][C:2]1[CH:7]=[CH:6][C:5]([C:8](=[O:17])[C:9]2[CH:14]=[CH:13][C:12]([O:15][CH3:16])=[CH:11][CH:10]=2)=[CH:4][C:3]=1[S:18](Cl)(=[O:20])=[O:19].[NH4+:22]. (2) The product is [C:35]1([CH:41]([NH:48][C:49](=[O:56])[C:50]([CH3:54])([CH3:55])[C:51]([NH:1][C@@H:2]([CH2:10][CH2:11][CH2:12][NH:13][C:14]([NH:16][S:17]([C:20]2[C:21]([CH3:34])=[C:22]3[C:27](=[C:28]([CH3:31])[C:29]=2[CH3:30])[O:26][C:25]([CH3:33])([CH3:32])[CH2:24][CH2:23]3)(=[O:18])=[O:19])=[NH:15])[C:3]([O:5][C:6]([CH3:7])([CH3:8])[CH3:9])=[O:4])=[O:52])[C:42]2[CH:43]=[CH:44][CH:45]=[CH:46][CH:47]=2)[CH:36]=[CH:37][CH:38]=[CH:39][CH:40]=1. The reactants are [NH2:1][C@@H:2]([CH2:10][CH2:11][CH2:12][NH:13][C:14]([NH:16][S:17]([C:20]1[C:21]([CH3:34])=[C:22]2[C:27](=[C:28]([CH3:31])[C:29]=1[CH3:30])[O:26][C:25]([CH3:33])([CH3:32])[CH2:24][CH2:23]2)(=[O:19])=[O:18])=[NH:15])[C:3]([O:5][C:6]([CH3:9])([CH3:8])[CH3:7])=[O:4].[C:35]1([CH:41]([NH:48][C:49](=[O:56])[C:50]([CH3:55])([CH3:54])[C:51](O)=[O:52])[C:42]2[CH:47]=[CH:46][CH:45]=[CH:44][CH:43]=2)[CH:40]=[CH:39][CH:38]=[CH:37][CH:36]=1.CN(C(ON1N=NC2C=CC=CC1=2)=[N+](C)C)C.F[P-](F)(F)(F)(F)F.CCN(C(C)C)C(C)C. The yield is 0.260. The catalyst is CN(C=O)C.C(OCC)C. (3) The reactants are C[Al](C)C.[CH2:5]([N:7]1[CH2:13][CH2:12][CH2:11][N:10]([C:14]2[N:19]=[CH:18][C:17]([C:20]([O:22]C)=O)=[CH:16][N:15]=2)[CH2:9][CH2:8]1)[CH3:6].[CH3:24][O:25][C:26]1[CH:27]=[C:28]([CH2:34][CH2:35][C:36]2[CH:37]=[C:38]([NH2:41])[NH:39][N:40]=2)[CH:29]=[C:30]([O:32][CH3:33])[CH:31]=1. The catalyst is C1(C)C=CC=CC=1. The product is [CH3:33][O:32][C:30]1[CH:29]=[C:28]([CH2:34][CH2:35][C:36]2[CH:37]=[C:38]([NH:41][C:20]([C:17]3[CH:18]=[N:19][C:14]([N:10]4[CH2:11][CH2:12][CH2:13][N:7]([CH2:5][CH3:6])[CH2:8][CH2:9]4)=[N:15][CH:16]=3)=[O:22])[NH:39][N:40]=2)[CH:27]=[C:26]([O:25][CH3:24])[CH:31]=1. The yield is 0.220. (4) The reactants are [CH3:1][O:2][N:3]=[CH:4][C:5]1[CH:10]=[CH:9][C:8]([CH3:11])=[CH:7][CH:6]=1.C([BH3-])#N.[Na+]. No catalyst specified. The product is [CH3:1][O:2][NH:3][CH2:4][C:5]1[CH:10]=[CH:9][C:8]([CH3:11])=[CH:7][CH:6]=1. The yield is 0.760.